This data is from Drug-target binding data from BindingDB using Ki measurements. The task is: Regression. Given a target protein amino acid sequence and a drug SMILES string, predict the binding affinity score between them. We predict pKi (pKi = -log10(Ki in M); higher means stronger inhibition). Dataset: bindingdb_ki. (1) The compound is O=C(c1cccc(F)c1-c1ccccn1)N1C2CCC1C(Nc1cnc(C(F)(F)F)cn1)C2. The target protein (P56718) has sequence MEPSATPGAQPGVPTSSGEPFHLPPDYEDEFLRYLWRDYLYPKQYEWVLIAAYVAVFLIALVGNTLVCLAVWRNHHMRTVTNYFIVNLSLADVLVTAICLPASLLVDITESWLFGHALCKVIPYLQAVSVSVAVLTLSFIALDRWYAICHPLLFKSTARRARGSILGIWAVSLAVMVPQAAVMECSSVLPELANRTRLFSVCDERWADELYPKIYHSCFFFVTYLAPLGLMGMAYFQIFRKLWGPQIPGTTSALVRNWKRPSEQLEAQHQGLCTEPQPRARAFLAEVKQMRARRKTAKMLMVVLLVFALCYLPISVLNVLKRVFGMFRQASDREAVYACFTFSHWLVYANSAANPIIYNFLSGKFREQFKAAFSCCLPGLGPSSSARHKSLSLQSRCSVSKVSEHVVLTTVTTVLS. The pKi is 7.9. (2) The small molecule is C[C@]12CC[C@@H]3c4ccc(OS(=O)(=O)[O-])cc4CC[C@H]3[C@@H]1CC[C@@H]2OS(=O)(=O)[O-]. The target protein (Q8VC69) has sequence MAFNDLLKQVGGVGRFQLIQVTMVVAPLLLMASHNTLQNFTAAIPAHHCRPPANANLSKDGGLEAWLPLDKQGRPESCLRFPFPHNGTEANGTGVTEPCLDGWVYDNSTFPSTIVTEWNLVCSHRAFRQLAQSLFMVGVLLGAMMFGYLADRLGRRKVLILNYLQTAVSGTCAAYAPNYTVYCIFRLLSGMSLASIAINCMTLNMEWMPIHTRAYVGTLIGYVYSLGQFLLAGIAYAVPHWRHLQLAVSVPFFVAFIYSWFFIESARWYSSSGRLDLTLRALQRVARINGKQEEGAKLSIEVLQTSLQKELTLNKGQASAMELLRCPTLRRLFLCLSMLWFATSFAYYGLVMDLQGFGVSMYLIQVIFGAVDLPAKFVCFLVINSMGRRPAQLASLLLAGICILVNGIIPRGHTIIRTSLAVLGKGCLASSFNCIFLYTGELYPTMIRQTGLGMGSTMARVGSIVSPLISMTAEFYPSIPLFIFGAVPVAASAVTALLPE.... The pKi is 3.7. (3) The compound is OC1(c2ccc(Cl)cc2)CCN(Cc2c[nH]c3ccccc23)C1. The target protein sequence is MGNRSTADADGLLAGRGPAAGASAGASAGLAGQGAAALVGGVLLIGAVLAGNSLVCVSVATERALQTPTNSFIVSLAAADLLLALLVLPLFVYSEVQGGAWLLSPRLCDALMAMDVMLCTASIFNLCAISVDRFVAVAVPLRYNRQGGSRRQLLLIGATWLLSAAVAAPVLCGLNDVRGRDPAVCRLEDRDYVVYSSVCSFFLPCPLMLLLYWATFRGLQRWEVARRAKLHGRAPRRPSGPGPPSPTPPAPRLPQDPCGPDCAPPAPGLPRGPCGPDCAPAAPGLPPDPCGPDCAPPAPGLPQDPCGPDCAPPAPGLPRGPCGPDCAPPAPGLPQDPCGPDCAPPAPGLPPDPCGSNCAPPDAVRAAALPPQTPPQTRRRRRAKITGRERKAMRVLPVVVGAFLLCWTPFFVVHITQALCPACSVPPRLVSAVTWLGYVNSALNPVIYTVFNAEFRNVFRKALRACC. The pKi is 6.1. (4) The small molecule is CCC(CC)CN(C[C@@H](O)[C@H](Cc1ccccc1)NC(=O)O[C@H]1CO[C@H]2OCC[C@@H]12)S(=O)(=O)c1ccc(OC)cc1. The target protein sequence is PQITLWKRPIVTVKIGGQLREALLDTGADDTVLEDINLPGKWKPKMIGGIGGFIKVKQYEQVPIEICGKKVISTVLVGPTPVNVIGRNMMTQIGCTLNF. The pKi is 9.6. (5) The small molecule is CP(=O)([O-])N[C@H]1C(O)[C@H](O)C(COCc2ccccc2)O[C@H]1OCc1ccccc1. The target protein (P75906) has sequence MLRNGNKYLLMLVSIIMLTACISQSRTSFIPPQDRESLLAEQPWPHNGFVAISWHNVEDEAADQRFMSVRTSALREQFAWLRENGYQPVSIAQIREAHRGGKPLPEKAVVLTFDDGYQSFYTRVFPILQAFQWPAVWAPVGSWVDTPADKQVKFGDELVDREYFATWQQVREVARSRLVELASHTWNSHYGIQANATGSLLPVYVNRAYFTDHARYETAAEYRERIRLDAVKMTEYLRTKVEVNPHVFVWPYGEANGIAIEELKKLGYDMFFTLESGLANASQLDSIPRVLIANNPSLKEFAQQIITVQEKSPQRIMHIDLDYVYDENLQQMDRNIDVLIQRVKDMQISTVYLQAFADPDGDGLVKEVWFPNRLLPMKADIFSRVAWQLRTRSGVNIYAWMPVLSWDLDPTLTRVKYLPTGEKKAQIHPEQYHRLSPFDDRVRAQVGMLYEDLAGHAAFDGILFHDDALLSDYEDASAPAITAYQQAGFSGSLSEIRQNP.... The pKi is 3.0. (6) The drug is CNCCC(Oc1ccccc1C)c1ccccc1. The target protein (Q1LZD0) has sequence MPLEAQDAVYVALELALAALSVTGNVLVCAAVGTSSALQTPTNYFLVSLAAADVAVGLFAIPFAVTISLGFCTDFHSCLFLACFVLVLTQSSIFSLLAVAVDRYLAVRVPLRYKSLVTGARARGVIAALWVLAFGIGLTPFLGWNDRKIATNCTEPGDAATNVSCCLIRCLFENVVPMSYMVYFNFFGCVLPPLLIMLVIYVKIFLVACRQLQRTELMDHSRTVLQREIHAAKSLALIVGIFALCWLPVHTINCASLFQPTWAKVKPKWAINTAILLSHANSAVNPIVYAYRNRDFRYTFHKIISRYILCRTHILKSGEGQVGSQPTLQLGL. The pKi is 6.0.